Dataset: Reaction yield outcomes from USPTO patents with 853,638 reactions. Task: Predict the reaction yield, written as a fraction of the theoretical maximum amount of product (1.0 means a 100% yield; for example, 0.34 means a 34% yield). (1) The reactants are [CH2:1]([C:5]1[N:6]=[C:7]([CH3:27])[NH:8][C:9](=[O:26])[C:10]=1[CH2:11][C:12]1[CH:17]=[CH:16][C:15]([C:18]2[C:19]([C:24]#[N:25])=[CH:20][CH:21]=[CH:22][CH:23]=2)=[CH:14][CH:13]=1)[CH2:2][CH2:3][CH3:4].N(C(N1CCCCC1)=O)=NC(N1CCCCC1)=O.C(P(CCCC)CCCC)CCC.[CH3:59][O:60][C:61]1[N:66]=[CH:65][C:64]([CH2:67]O)=[CH:63][CH:62]=1. The catalyst is C(OCC)(=O)C.O1CCCC1. The product is [CH2:1]([C:5]1[N:6]=[C:7]([CH3:27])[N:8]([CH2:67][C:64]2[CH:65]=[N:66][C:61]([O:60][CH3:59])=[CH:62][CH:63]=2)[C:9](=[O:26])[C:10]=1[CH2:11][C:12]1[CH:17]=[CH:16][C:15]([C:18]2[C:19]([C:24]#[N:25])=[CH:20][CH:21]=[CH:22][CH:23]=2)=[CH:14][CH:13]=1)[CH2:2][CH2:3][CH3:4]. The yield is 0.810. (2) The reactants are [C:1]1([C:7]2[NH:11][CH:10]=[C:9]([C:12]([O:14][CH2:15][CH3:16])=[O:13])[CH:8]=2)[CH:6]=[CH:5][CH:4]=[CH:3][CH:2]=1.[H-].[Na+].C1OCCOCCOCCOCCOC1.Cl[C:35]1[N:40]=[N:39][C:38]([S:41](F)(=[O:43])=[O:42])=[CH:37][CH:36]=1.NN.C(=O)([O-])O.[Na+]. The catalyst is O1CCCC1. The product is [C:1]1([C:7]2[N:11]([S:41]([C:38]3[N:39]=[N:40][CH:35]=[CH:36][CH:37]=3)(=[O:43])=[O:42])[CH:10]=[C:9]([C:12]([O:14][CH2:15][CH3:16])=[O:13])[CH:8]=2)[CH:2]=[CH:3][CH:4]=[CH:5][CH:6]=1. The yield is 0.240.